From a dataset of Peptide-MHC class I binding affinity with 185,985 pairs from IEDB/IMGT. Regression. Given a peptide amino acid sequence and an MHC pseudo amino acid sequence, predict their binding affinity value. This is MHC class I binding data. (1) The peptide sequence is VLDMGDPVK. The MHC is HLA-B46:01 with pseudo-sequence HLA-B46:01. The binding affinity (normalized) is 0.0847. (2) The binding affinity (normalized) is 0.0847. The MHC is HLA-A01:01 with pseudo-sequence HLA-A01:01. The peptide sequence is KLNENIIRF. (3) The peptide sequence is HVDIPLQAY. The MHC is HLA-B58:01 with pseudo-sequence HLA-B58:01. The binding affinity (normalized) is 0.0847.